This data is from Reaction yield outcomes from USPTO patents with 853,638 reactions. The task is: Predict the reaction yield, written as a fraction of the theoretical maximum amount of product (1.0 means a 100% yield; for example, 0.34 means a 34% yield). (1) The reactants are Br[C:2]1[CH:3]=[CH:4][C:5]([N+:9]([O-:11])=[O:10])=[C:6]([NH2:8])[CH:7]=1.C1(C)C=CC=CC=1P(C1C=CC=CC=1C)C1C=CC=CC=1C.C(N(C(C)C)C(C)C)C.[CH2:43]([OH:46])[CH:44]=[CH2:45]. The catalyst is CC(C)=O. The product is [NH2:8][C:6]1[CH:7]=[C:2]([CH2:45][CH2:44][CH:43]=[O:46])[CH:3]=[CH:4][C:5]=1[N+:9]([O-:11])=[O:10]. The yield is 0.180. (2) The reactants are [Cl:1][C:2]1[S:6][C:5]([C:7]2[N:12]=[C:11]([NH:13][C:14]3[CH:19]=[CH:18][C:17]([B:20]4[O:24]C(C)(C)C(C)(C)[O:21]4)=[CH:16][CH:15]=3)[C:10]([CH2:29][CH3:30])=[C:9]([CH3:31])[N:8]=2)=[CH:4][CH:3]=1.F.[F-].[K+].O. The yield is 0.230. The product is [Cl:1][C:2]1[S:6][C:5]([C:7]2[N:12]=[C:11]([NH:13][C:14]3[CH:19]=[CH:18][C:17]([B:20]([OH:24])[OH:21])=[CH:16][CH:15]=3)[C:10]([CH2:29][CH3:30])=[C:9]([CH3:31])[N:8]=2)=[CH:4][CH:3]=1. The catalyst is CO. (3) The reactants are [CH:1]1([O:6][C:7]2[CH:8]=[CH:9][C:10]3[N:14]=[C:13]([CH2:15][OH:16])[N:12]([CH3:17])[C:11]=3[CH:18]=2)[CH2:5][CH2:4][CH2:3][CH2:2]1.O[C:20]1[CH:21]=[C:22]([CH:27]=[CH:28][CH:29]=1)[C:23]([O:25][CH3:26])=[O:24].C(P(CCCC)CCCC)CCC.N(C(N1CCCCC1)=O)=NC(N1CCCCC1)=O. The catalyst is ClCCl. The product is [CH:1]1([O:6][C:7]2[CH:8]=[CH:9][C:10]3[N:14]=[C:13]([CH2:15][O:16][C:20]4[CH:21]=[C:22]([CH:27]=[CH:28][CH:29]=4)[C:23]([O:25][CH3:26])=[O:24])[N:12]([CH3:17])[C:11]=3[CH:18]=2)[CH2:2][CH2:3][CH2:4][CH2:5]1. The yield is 0.600.